From a dataset of Forward reaction prediction with 1.9M reactions from USPTO patents (1976-2016). Predict the product of the given reaction. (1) The product is: [F:30][C:28]1[CH:27]=[CH:26][C:24]2[N:25]=[C:21]([NH:1][C:2]3[CH:3]=[CH:4][C:5]([C:8]4[CH:13]=[CH:12][C:11]([C:14]([O:16][CH2:17][CH2:38][CH2:39][CH3:40])=[O:15])=[C:10]([O:18][CH3:19])[CH:9]=4)=[CH:6][CH:7]=3)[S:22][C:23]=2[CH:29]=1.[F:30][C:28]1[CH:27]=[CH:26][C:24]2[N:25]=[C:21]([NH:1][C:2]3[CH:3]=[CH:4][C:5]([C:8]4[CH:13]=[CH:12][C:11]([C:14]([O:16][CH3:17])=[O:15])=[C:10]([O:18][CH3:19])[CH:9]=4)=[CH:6][CH:7]=3)[S:22][C:23]=2[CH:29]=1. Given the reactants [NH2:1][C:2]1[CH:7]=[CH:6][C:5]([C:8]2[CH:13]=[CH:12][C:11]([C:14]([O:16][CH3:17])=[O:15])=[C:10]([O:18][CH3:19])[CH:9]=2)=[CH:4][CH:3]=1.Cl[C:21]1[S:22][C:23]2[CH:29]=[C:28]([F:30])[CH:27]=[CH:26][C:24]=2[N:25]=1.Cl.O1CCOCC1.[CH2:38](O)[CH2:39][CH2:40]C, predict the reaction product. (2) The product is: [C:15]([O:19][C:20](=[O:21])[NH:11][CH2:10][CH2:9][C:6]1[CH:7]=[CH:8][C:3]([O:2][CH3:1])=[CH:4][C:5]=1[N+:12]([O-:14])=[O:13])([CH3:18])([CH3:17])[CH3:16]. Given the reactants [CH3:1][O:2][C:3]1[CH:8]=[CH:7][C:6]([CH2:9][CH2:10][NH2:11])=[C:5]([N+:12]([O-:14])=[O:13])[CH:4]=1.[C:15]([O:19][C:20](O[C:20]([O:19][C:15]([CH3:18])([CH3:17])[CH3:16])=[O:21])=[O:21])([CH3:18])([CH3:17])[CH3:16], predict the reaction product.